From a dataset of Forward reaction prediction with 1.9M reactions from USPTO patents (1976-2016). Predict the product of the given reaction. (1) Given the reactants Cl.[NH2:2][C:3]1[N:8]=[CH:7][C:6]([C:9]2[CH:10]=[N:11][N:12]([CH:14]3[CH2:19][CH2:18][N:17](C(OC(C)(C)C)=O)[CH2:16][CH2:15]3)[CH:13]=2)=[CH:5][C:4]=1[C:27]1[O:28][C:29]2[C:35]([CH2:36][OH:37])=[CH:34][CH:33]=[CH:32][C:30]=2[N:31]=1, predict the reaction product. The product is: [NH2:2][C:3]1[C:4]([C:27]2[O:28][C:29]3[C:35]([CH2:36][OH:37])=[CH:34][CH:33]=[CH:32][C:30]=3[N:31]=2)=[CH:5][C:6]([C:9]2[CH:10]=[N:11][N:12]([CH:14]3[CH2:19][CH2:18][NH:17][CH2:16][CH2:15]3)[CH:13]=2)=[CH:7][N:8]=1. (2) Given the reactants Cl.CN(C)CCCN=C=NCC.[C:13]([O:17][C:18]([NH:20][C:21]([CH3:29])([CH3:28])[CH2:22]/[CH:23]=[CH:24]/[C:25]([OH:27])=O)=[O:19])([CH3:16])([CH3:15])[CH3:14].ON1C2N=CC=CC=2N=N1.[CH2:40]([C@@H:47]([N:59]([CH3:76])[C:60](=[O:75])[C@H:61]([NH:73][CH3:74])[CH2:62][C:63]1[CH:72]=[CH:71][C:70]2[C:65](=[CH:66][CH:67]=[CH:68][CH:69]=2)[CH:64]=1)[C:48]([N:50]1[CH2:54][CH2:53][CH2:52][C@H:51]1[CH2:55][N:56]([CH3:58])[CH3:57])=[O:49])[C:41]1[CH:46]=[CH:45][CH:44]=[CH:43][CH:42]=1, predict the reaction product. The product is: [C:13]([O:17][C:18](=[O:19])[NH:20][C:21]([CH3:29])([CH3:28])[CH2:22]/[CH:23]=[CH:24]/[C:25](=[O:27])[N:73]([C@@H:61]([C:60](=[O:75])[N:59]([C@H:47]([CH2:40][C:41]1[CH:42]=[CH:43][CH:44]=[CH:45][CH:46]=1)[C:48]([N:50]1[CH2:54][CH2:53][CH2:52][C@H:51]1[CH2:55][N:56]([CH3:57])[CH3:58])=[O:49])[CH3:76])[CH2:62][C:63]1[CH:72]=[CH:71][C:70]2[C:65](=[CH:66][CH:67]=[CH:68][CH:69]=2)[CH:64]=1)[CH3:74])([CH3:14])([CH3:15])[CH3:16]. (3) Given the reactants [CH2:1]([N:8]1[CH2:13][C:12](=O)[NH:11][C@H:10]([CH2:15][C:16]2[CH:21]=[CH:20][CH:19]=[CH:18][C:17]=2[F:22])[C:9]1=O)[C:2]1[CH:7]=[CH:6][CH:5]=[CH:4][CH:3]=1.C1COCC1.[H-].[Al+3].[Li+].[H-].[H-].[H-].[OH-].[Na+], predict the reaction product. The product is: [CH2:1]([N:8]1[CH2:13][CH2:12][NH:11][C@H:10]([CH2:15][C:16]2[CH:21]=[CH:20][CH:19]=[CH:18][C:17]=2[F:22])[CH2:9]1)[C:2]1[CH:3]=[CH:4][CH:5]=[CH:6][CH:7]=1. (4) Given the reactants [H-].[Al+3].[Li+].[H-].[H-].[H-].C([O:9][C:10]([CH:12]1[CH2:17][CH2:16][C:15]([O:21][CH2:22][CH3:23])([O:18][CH2:19][CH3:20])[CH2:14][CH2:13]1)=O)C.O.S([O-])([O-])(=O)=O.[Na+].[Na+], predict the reaction product. The product is: [CH2:22]([O:21][C:15]1([O:18][CH2:19][CH3:20])[CH2:14][CH2:13][CH:12]([CH2:10][OH:9])[CH2:17][CH2:16]1)[CH3:23]. (5) Given the reactants [H-].[Na+].[C:3]1([C@@H:9]([N:11]([CH2:19][CH2:20][C:21]([O:23][CH2:24][CH3:25])=[O:22])[CH2:12][CH2:13][C:14]([O:16]CC)=O)[CH3:10])[CH:8]=[CH:7][CH:6]=[CH:5][CH:4]=1, predict the reaction product. The product is: [O:16]=[C:14]1[CH2:13][CH2:12][N:11]([C@H:9]([C:3]2[CH:4]=[CH:5][CH:6]=[CH:7][CH:8]=2)[CH3:10])[CH2:19][C@@H:20]1[C:21]([O:23][CH2:24][CH3:25])=[O:22]. (6) The product is: [Cl:9][C:10]1[C:11]([CH2:18][S:19][C:20]2[N:21]=[C:30]([OH:31])[CH:29]=[C:28]([CH3:32])[N:25]=2)=[C:12]([C:13](=[NH:14])[N:3]([CH2:4][CH3:5])[CH2:1][CH3:2])[CH:15]=[CH:16][CH:17]=1. Given the reactants [CH2:1]([NH:3][CH2:4][CH3:5])[CH3:2].C[Mg+].[Br-].[Cl:9][C:10]1[C:11]([CH2:18][S:19][C:20]2[N:25]=C(O)C=C(C)[N:21]=2)=[C:12]([CH:15]=[CH:16][CH:17]=1)[C:13]#[N:14].[CH2:28]1[CH2:32][O:31][CH2:30][CH2:29]1, predict the reaction product. (7) The product is: [C:1]([O:5][C:6](=[O:31])[CH2:7][O:8][CH:9]1[CH2:14][CH2:13][CH2:12][CH:11]([NH:15][C:16]2[C:17]3[C:24]([Br:32])=[C:23]([C:25]4[CH:26]=[CH:27][CH:28]=[CH:29][CH:30]=4)[O:22][C:18]=3[N:19]=[CH:20][N:21]=2)[CH2:10]1)([CH3:4])([CH3:2])[CH3:3]. Given the reactants [C:1]([O:5][C:6](=[O:31])[CH2:7][O:8][CH:9]1[CH2:14][CH2:13][CH2:12][CH:11]([NH:15][C:16]2[C:17]3[CH:24]=[C:23]([C:25]4[CH:30]=[CH:29][CH:28]=[CH:27][CH:26]=4)[O:22][C:18]=3[N:19]=[CH:20][N:21]=2)[CH2:10]1)([CH3:4])([CH3:3])[CH3:2].[Br:32]N1C(=O)CCC1=O, predict the reaction product.